Task: Predict the product of the given reaction.. Dataset: Forward reaction prediction with 1.9M reactions from USPTO patents (1976-2016) (1) Given the reactants C[O:2][C:3]([C:5]1[S:6][CH:7]=[C:8]([CH3:13])[C:9]=1[NH:10][CH:11]=O)=O.C([O-])=O.[NH4+].C([NH2:20])=O, predict the reaction product. The product is: [CH3:13][C:8]1[C:9]2[N:10]=[CH:11][NH:20][C:3](=[O:2])[C:5]=2[S:6][CH:7]=1. (2) Given the reactants C([O:5][C:6](=[O:35])[CH2:7][O:8][C:9]1[C:14]([C:15](=[O:24])[NH:16][CH2:17][C:18]2[CH:23]=[CH:22][CH:21]=[CH:20][CH:19]=2)=[CH:13][C:12]([C:25](=[O:34])[NH:26][CH2:27][C:28]2[CH:33]=[CH:32][CH:31]=[CH:30][CH:29]=2)=[CH:11][N:10]=1)(C)(C)C, predict the reaction product. The product is: [CH2:17]([NH:16][C:15]([C:14]1[C:9]([O:8][CH2:7][C:6]([OH:35])=[O:5])=[N:10][CH:11]=[C:12]([C:25](=[O:34])[NH:26][CH2:27][C:28]2[CH:29]=[CH:30][CH:31]=[CH:32][CH:33]=2)[CH:13]=1)=[O:24])[C:18]1[CH:19]=[CH:20][CH:21]=[CH:22][CH:23]=1. (3) Given the reactants [CH3:1][C:2]1[CH:7]=[CH:6][CH:5]=[N+:4]([O-])[C:3]=1[C:9]#[N:10].O=P(Cl)(Cl)[Cl:13], predict the reaction product. The product is: [Cl:13][C:5]1[N:4]=[C:3]([C:9]#[N:10])[C:2]([CH3:1])=[CH:7][CH:6]=1. (4) Given the reactants [C:1]([C:3]1[CH:8]=[CH:7][C:6]([S:9]([Cl:12])(=[O:11])=[O:10])=[CH:5][CH:4]=1)#[N:2].[NH:13]1[C:21]2[CH:20]=[CH:19][N:18]=[C:17]([N:22]3[CH2:27][CH2:26][N:25](C(OC(C)(C)C)=O)[CH2:24][CH2:23]3)[C:16]=2[CH:15]=[CH:14]1, predict the reaction product. The product is: [ClH:12].[N:22]1([C:17]2[C:16]3[CH:15]=[CH:14][N:13]([S:9]([C:6]4[CH:7]=[CH:8][C:3]([C:1]#[N:2])=[CH:4][CH:5]=4)(=[O:11])=[O:10])[C:21]=3[CH:20]=[CH:19][N:18]=2)[CH2:23][CH2:24][NH:25][CH2:26][CH2:27]1. (5) Given the reactants [F:1][C:2]1[CH:7]=[CH:6][C:5]([NH:8][C:9]2[CH:10]=[C:11]3[C:15](=[CH:16][CH:17]=2)[N:14]([CH3:18])[CH:13]=[CH:12]3)=[CH:4][CH:3]=1.Cl.Cl.[Cl:21][C:22]1[CH:23]=[CH:24][C:25]([C:57]([N:59]2[C@H:68]([CH2:69][N:70]3[CH2:75][CH2:74][O:73][CH2:72][CH2:71]3)[CH2:67][C:66]3[C:61](=[CH:62][CH:63]=[CH:64][CH:65]=3)[CH2:60]2)=[O:58])=[C:26]([C:28]2[N:36]3[C:31]([CH:32]=[CH:33][CH:34]=[CH:35]3)=[C:30]([C:37](N(C3C=CC(O)=CC=3)C3C=C4C(=CC=3)N(C)CC4)=[O:38])[CH:29]=2)[CH:27]=1, predict the reaction product. The product is: [ClH:21].[Cl:21][C:22]1[CH:23]=[CH:24][C:25]([C:57]([N:59]2[C@H:68]([CH2:69][N:70]3[CH2:75][CH2:74][O:73][CH2:72][CH2:71]3)[CH2:67][C:66]3[C:61](=[CH:62][CH:63]=[CH:64][CH:65]=3)[CH2:60]2)=[O:58])=[C:26]([C:28]2[N:36]3[C:31]([CH:32]=[CH:33][CH:34]=[CH:35]3)=[C:30]([C:37]([N:8]([C:5]3[CH:6]=[CH:7][C:2]([F:1])=[CH:3][CH:4]=3)[C:9]3[CH:10]=[C:11]4[C:15](=[CH:16][CH:17]=3)[N:14]([CH3:18])[CH:13]=[CH:12]4)=[O:38])[CH:29]=2)[CH:27]=1.